This data is from Forward reaction prediction with 1.9M reactions from USPTO patents (1976-2016). The task is: Predict the product of the given reaction. (1) Given the reactants [OH:1][C:2]1[CH:7]=[CH:6][C:5]([NH:8][C:9]2[O:10][CH2:11][C:12](=[O:19])[C:13]=2[C:14]([O:16][CH2:17][CH3:18])=[O:15])=[C:4]([CH3:20])[CH:3]=1.[NH:21]1[C:29]2[C:24](=[CH:25][CH:26]=[CH:27][N:28]=2)[C:23]([CH:30]=O)=[CH:22]1.[OH-].[Na+], predict the reaction product. The product is: [NH:21]1[C:29]2=[N:28][CH:27]=[CH:26][CH:25]=[C:24]2[C:23]([CH:30]=[C:11]2[O:10][C:9]([NH:8][C:5]3[CH:6]=[CH:7][C:2]([OH:1])=[CH:3][C:4]=3[CH3:20])=[C:13]([C:14]([O:16][CH2:17][CH3:18])=[O:15])[C:12]2=[O:19])=[CH:22]1. (2) The product is: [N:44]1[CH:45]=[CH:46][N:40]2[CH2:39][CH:38]([CH2:37][OH:36])[O:43][CH2:42][C:41]=12. Given the reactants CCCC[N+](CCCC)(CCCC)CCCC.[F-].C([Si]([O:36][CH2:37][CH:38]1[O:43][CH2:42][C:41]2=[N:44][CH:45]=[CH:46][N:40]2[CH2:39]1)(C1C=CC=CC=1)C1C=CC=CC=1)(C)(C)C, predict the reaction product.